From a dataset of Full USPTO retrosynthesis dataset with 1.9M reactions from patents (1976-2016). Predict the reactants needed to synthesize the given product. (1) The reactants are: I[C:2]1[CH:3]=[CH:4][C:5]2[CH:18]3[CH2:19][CH:16]([CH2:17]3)[C:8]3[N:9]([CH3:15])[C:10]([C:12]([NH2:14])=[O:13])=[N:11][C:7]=3[C:6]=2[CH:20]=1.[CH3:21][C:22]([OH:26])([C:24]#[CH:25])[CH3:23]. Given the product [OH:26][C:22]([CH3:23])([CH3:21])[C:24]#[C:25][C:2]1[CH:3]=[CH:4][C:5]2[CH:18]3[CH2:19][CH:16]([CH2:17]3)[C:8]3[N:9]([CH3:15])[C:10]([C:12]([NH2:14])=[O:13])=[N:11][C:7]=3[C:6]=2[CH:20]=1, predict the reactants needed to synthesize it. (2) Given the product [OH:10][C:7]1[CH:8]=[CH:9][C:4]([C:2](=[O:3])[CH2:1][C:17](=[O:22])[CH2:18][CH2:19][CH2:20][CH3:21])=[CH:5][CH:6]=1, predict the reactants needed to synthesize it. The reactants are: [CH3:1][C:2]([C:4]1[CH:5]=[CH:6][C:7]([OH:10])=[CH:8][CH:9]=1)=[O:3].CC(C)([O-])C.[Na+].[C:17](OCC)(=[O:22])[CH2:18][CH2:19][CH2:20][CH3:21]. (3) The reactants are: [NH:1]1[C:6]2[CH:7]=[CH:8][CH:9]=[CH:10][C:5]=2[C:4](=[O:11])OC1=O.[CH:13]([C:16]1[CH:22]=[CH:21][C:19]([NH2:20])=[CH:18][CH:17]=1)([CH3:15])[CH3:14]. Given the product [NH2:1][C:6]1[CH:7]=[CH:8][CH:9]=[CH:10][C:5]=1[C:4]([NH:20][C:19]1[CH:21]=[CH:22][C:16]([CH:13]([CH3:15])[CH3:14])=[CH:17][CH:18]=1)=[O:11], predict the reactants needed to synthesize it. (4) Given the product [CH:15]1[CH:14]=[C:13]2[NH:12][C:11]([NH:19][C:18]2=[CH:17][CH:16]=1)=[S:9], predict the reactants needed to synthesize it. The reactants are: CC1C(C[S@:9]([C:11]2[NH:19][C:18]3[C:13](=[CH:14][CH:15]=[CH:16][CH:17]=3)[N:12]=2)=O)=NC=CC=1OCC(F)(F)F. (5) Given the product [S:1]1[CH:5]=[C:4]([CH:6]([CH2:10][CH3:11])[C:7]([OH:9])=[O:8])[N:3]=[CH:2]1, predict the reactants needed to synthesize it. The reactants are: [S:1]1[CH:5]=[C:4]([CH2:6][C:7]([OH:9])=[O:8])[N:3]=[CH:2]1.[CH2:10](I)[CH3:11]. (6) Given the product [NH:10]1[CH2:15][CH2:14][CH:13]([NH:16][C:17]([C:19]2[NH:20][C:21]3[C:26]([CH:27]=2)=[C:25]([O:28][C:29]2[CH:30]=[CH:31][C:32]([CH3:35])=[CH:33][CH:34]=2)[CH:24]=[CH:23][CH:22]=3)=[O:18])[CH2:12][CH2:11]1, predict the reactants needed to synthesize it. The reactants are: N1(CC[N:10]2[CH2:15][CH2:14][CH:13]([NH:16][C:17]([C:19]3[NH:20][C:21]4[C:26]([CH:27]=3)=[C:25]([O:28][C:29]3[CH:34]=[CH:33][C:32]([CH3:35])=[CH:31][CH:30]=3)[CH:24]=[CH:23][CH:22]=4)=[O:18])[CH2:12][CH2:11]2)CCCCCC1.NC1CCN(CC2C=CC=CC=2)CC1.CN(C(ON1N=NC2C=CC=CC1=2)=[N+](C)C)C.[B-](F)(F)(F)F.C(N(C(C)C)C(C)C)C. (7) Given the product [CH:30]([N:33]1[CH2:34][CH2:35][N:36]([C:39]2[N:44]=[C:43]([C:45]3[NH:7][C:6](=[O:29])[C:5]4[C:10](=[CH:11][C:12]([C:48]5[CH:49]=[CH:50][CH:51]=[CH:52][CH:53]=5)=[CH:13][C:4]=4[O:3][CH3:2])[N:9]=3)[CH:42]=[CH:41][CH:40]=2)[CH2:37][CH2:38]1)([CH3:31])[CH3:32], predict the reactants needed to synthesize it. The reactants are: Cl.[CH3:2][O:3][C:4]1[CH:13]=[C:12](OC)[CH:11]=[C:10]2[C:5]=1[C:6](=[O:29])[NH:7]C(C1C=CC=C(N3CCN(C)CC3)N=1)=[N:9]2.[CH:30]([N:33]1[CH2:38][CH2:37][N:36]([C:39]2[N:44]=[C:43]([CH:45]=O)[CH:42]=[CH:41][CH:40]=2)[CH2:35][CH2:34]1)([CH3:32])[CH3:31].C[C:48]1[CH:49]=[CH:50][C:51](S(O)(=O)=O)=[CH:52][CH:53]=1.OS([O-])=O.[Na+].